This data is from Forward reaction prediction with 1.9M reactions from USPTO patents (1976-2016). The task is: Predict the product of the given reaction. (1) Given the reactants [Cl:1][C:2]1[N:7]=[C:6]([C:8]#[N:9])[C:5]([N+:10]([O-])=O)=[CH:4][CH:3]=1.[Sn](Cl)Cl.C([OH:18])C, predict the reaction product. The product is: [NH2:10][C:5]1[C:6]([C:8]([NH2:9])=[O:18])=[N:7][C:2]([Cl:1])=[CH:3][CH:4]=1. (2) The product is: [Cl:17][C:18]1[CH:19]=[CH:20][C:21]([C:24]2[CH:25]=[CH:26][C:27]([C:30]#[C:31][C:2]3[CH:3]=[CH:4][C:5]4[O:9][C:8]([CH2:10][N:11]5[CH2:15][CH2:14][CH2:13][CH2:12]5)=[N:7][C:6]=4[CH:16]=3)=[N:28][CH:29]=2)=[CH:22][CH:23]=1. Given the reactants I[C:2]1[CH:3]=[CH:4][C:5]2[O:9][C:8]([CH2:10][N:11]3[CH2:15][CH2:14][CH2:13][CH2:12]3)=[N:7][C:6]=2[CH:16]=1.[Cl:17][C:18]1[CH:23]=[CH:22][C:21]([C:24]2[CH:25]=[CH:26][C:27]([C:30]#[CH:31])=[N:28][CH:29]=2)=[CH:20][CH:19]=1.C([O-])([O-])=O.[Cs+].[Cs+], predict the reaction product. (3) Given the reactants [C:1]([N:5]=[C:6]=[O:7])([CH3:4])([CH3:3])[CH3:2].C(N(CC)CC)C.[Br:15][C:16]1[CH:17]=[C:18]([CH:21]=[CH:22][C:23]=1[O:24][CH2:25][O:26][CH2:27][CH2:28][O:29][CH3:30])[CH2:19][NH2:20], predict the reaction product. The product is: [Br:15][C:16]1[CH:17]=[C:18]([CH:21]=[CH:22][C:23]=1[O:24][CH2:25][O:26][CH2:27][CH2:28][O:29][CH3:30])[CH2:19][NH:20][C:6]([NH:5][C:1]([CH3:4])([CH3:3])[CH3:2])=[O:7]. (4) Given the reactants Cl.[O:2]([NH2:4])[CH3:3].[NH2:5][C:6]1[C:11]2[N:12]=[C:13]([CH2:21][CH2:22][CH3:23])[N:14]([CH2:15][CH2:16][CH2:17][C:18](=O)[CH3:19])[C:10]=2[C:9]([CH3:24])=[C:8]([CH3:25])[N:7]=1, predict the reaction product. The product is: [CH3:3][O:2][N:4]=[C:18]([CH2:17][CH2:16][CH2:15][N:14]1[C:10]2[C:9]([CH3:24])=[C:8]([CH3:25])[N:7]=[C:6]([NH2:5])[C:11]=2[N:12]=[C:13]1[CH2:21][CH2:22][CH3:23])[CH3:19]. (5) Given the reactants C(=O)([O-])[O-].[Na+].[Na+].[CH:7]([O:10][C:11]1[CH:16]=[CH:15][C:14]([CH3:17])=[CH:13][C:12]=1B(O)O)([CH3:9])[CH3:8].Br[C:22]1[CH:51]=[CH:50][C:25]([CH2:26][NH:27][C:28](=[O:49])[C:29]2[CH:34]=[CH:33][C:32]([C:35]3[O:36][C:37]4[C:43]([CH:44]([CH3:46])[CH3:45])=[CH:42][C:41]([C:47]#[N:48])=[CH:40][C:38]=4[N:39]=3)=[CH:31][CH:30]=2)=[CH:24][CH:23]=1.O, predict the reaction product. The product is: [C:47]([C:41]1[CH:42]=[C:43]([CH:44]([CH3:46])[CH3:45])[C:37]2[O:36][C:35]([C:32]3[CH:33]=[CH:34][C:29]([C:28]([NH:27][CH2:26][C:25]4[CH:50]=[CH:51][C:22]([C:12]5[CH:13]=[C:14]([CH3:17])[CH:15]=[CH:16][C:11]=5[O:10][CH:7]([CH3:9])[CH3:8])=[CH:23][CH:24]=4)=[O:49])=[CH:30][CH:31]=3)=[N:39][C:38]=2[CH:40]=1)#[N:48]. (6) Given the reactants [CH3:1][C:2]1[N:7]=[C:6]([C:8]2[N:13]=[CH:12][C:11]3[CH:14]=[N:15][NH:16][C:10]=3[CH:9]=2)[CH:5]=[N:4][CH:3]=1.[F:17][C:18]1[CH:23]=[C:22]([CH:24]2[CH2:27][O:26][CH2:25]2)[CH:21]=[C:20](F)[N:19]=1.C(=O)([O-])[O-].[Cs+].[Cs+], predict the reaction product. The product is: [F:17][C:18]1[N:19]=[C:20]([N:16]2[C:10]3[CH:9]=[C:8]([C:6]4[CH:5]=[N:4][CH:3]=[C:2]([CH3:1])[N:7]=4)[N:13]=[CH:12][C:11]=3[CH:14]=[N:15]2)[CH:21]=[C:22]([CH:24]2[CH2:27][O:26][CH2:25]2)[CH:23]=1. (7) The product is: [CH3:1][C:2]1[CH:3]=[C:4]([CH:5]=[C:6]([CH3:11])[C:7]=1[N+:8]([O-:10])=[O:9])[CH:12]=[O:13]. Given the reactants [CH3:1][C:2]1[CH:3]=[C:4]([CH2:12][OH:13])[CH:5]=[C:6]([CH3:11])[C:7]=1[N+:8]([O-:10])=[O:9], predict the reaction product. (8) Given the reactants Br[C:2]1[C:10]2[N:9]3[CH2:11][CH2:12][NH:13][C:14](=[O:15])[C:8]3=[C:7]([CH3:16])[C:6]=2[CH:5]=[C:4]([C:17]#[N:18])[CH:3]=1.[F:19][C:20]1[CH:21]=[C:22](B(O)O)[CH:23]=[CH:24][C:25]=1[F:26], predict the reaction product. The product is: [F:19][C:20]1[CH:21]=[C:22]([C:2]2[C:10]3[N:9]4[CH2:11][CH2:12][NH:13][C:14](=[O:15])[C:8]4=[C:7]([CH3:16])[C:6]=3[CH:5]=[C:4]([C:17]#[N:18])[CH:3]=2)[CH:23]=[CH:24][C:25]=1[F:26].